Dataset: Peptide-MHC class I binding affinity with 185,985 pairs from IEDB/IMGT. Task: Regression. Given a peptide amino acid sequence and an MHC pseudo amino acid sequence, predict their binding affinity value. This is MHC class I binding data. (1) The binding affinity (normalized) is 0.710. The MHC is HLA-A30:01 with pseudo-sequence HLA-A30:01. The peptide sequence is RGRIGRTYL. (2) The peptide sequence is LQKIPLQWF. The MHC is HLA-B57:01 with pseudo-sequence HLA-B57:01. The binding affinity (normalized) is 0.0847. (3) The binding affinity (normalized) is 0.0847. The MHC is HLA-A02:01 with pseudo-sequence HLA-A02:01. The peptide sequence is PHAATIRVL. (4) The peptide sequence is TPREAPYEL. The MHC is HLA-A69:01 with pseudo-sequence HLA-A69:01. The binding affinity (normalized) is 0.0847. (5) The peptide sequence is IHAEFQASL. The MHC is HLA-B07:02 with pseudo-sequence HLA-B07:02. The binding affinity (normalized) is 0.0847. (6) The peptide sequence is DYNFVKQLF. The MHC is HLA-A31:01 with pseudo-sequence HLA-A31:01. The binding affinity (normalized) is 0.285. (7) The peptide sequence is YRRKLTNPA. The MHC is HLA-B39:01 with pseudo-sequence HLA-B39:01. The binding affinity (normalized) is 0.0847.